From a dataset of Forward reaction prediction with 1.9M reactions from USPTO patents (1976-2016). Predict the product of the given reaction. (1) Given the reactants C([O:4][C@H:5]1[C@H:11]([O:12]C(=O)C)[C@@H:10]([O:16]C(=O)C)[C@:9]2([C:21]3[CH:26]=[CH:25][C:24]([Cl:27])=[C:23]([CH2:28][C:29]4[CH:34]=[CH:33][C:32]([O:35][C:36]5[CH:41]=[CH:40][C:39]([C:42](=[N:44][O:45][CH2:46][CH3:47])[CH3:43])=[CH:38][CH:37]=5)=[CH:31][CH:30]=4)[CH:22]=3)[O:20][C@@:6]1([CH2:48][O:49]C(=O)C)[CH2:7][O:8]2)(=O)C.CO.O.O.[OH-].[Li+], predict the reaction product. The product is: [CH2:46]([O:45][N:44]=[C:42]([C:39]1[CH:38]=[CH:37][C:36]([O:35][C:32]2[CH:31]=[CH:30][C:29]([CH2:28][C:23]3[CH:22]=[C:21]([C@@:9]45[O:20][C@@:6]([CH2:48][OH:49])([CH2:7][O:8]4)[C@@H:5]([OH:4])[C@H:11]([OH:12])[C@H:10]5[OH:16])[CH:26]=[CH:25][C:24]=3[Cl:27])=[CH:34][CH:33]=2)=[CH:41][CH:40]=1)[CH3:43])[CH3:47]. (2) Given the reactants [CH2:1]([O:8][C:9]1[CH:10]=[C:11]2[C:15](=[CH:16][CH:17]=1)[N:14]([C:18](=[O:20])[CH3:19])[N:13]=[C:12]2[CH2:21][CH:22](O)[CH3:23])[C:2]1[CH:7]=[CH:6][CH:5]=[CH:4][CH:3]=1.CS(Cl)(=O)=O.C(N(CC)CC)C.[NH4+].[Cl-].[N-:39]=[N+:40]=[N-:41].[Na+], predict the reaction product. The product is: [N:39]([CH:22]([CH3:23])[CH2:21][C:12]1[C:11]2[C:15](=[CH:16][CH:17]=[C:9]([O:8][CH2:1][C:2]3[CH:7]=[CH:6][CH:5]=[CH:4][CH:3]=3)[CH:10]=2)[N:14]([C:18](=[O:20])[CH3:19])[N:13]=1)=[N+:40]=[N-:41]. (3) Given the reactants Br[C:2]1[CH:3]=[CH:4][C:5]2[S:12](=[O:14])(=[O:13])[NH:11][C:8]3([CH2:10][CH2:9]3)[C:6]=2[CH:7]=1.[F:15][C:16]1[CH:24]=[C:23]2[C:19]([C:20](B3OC(C)(C)C(C)(C)O3)=[CH:21][N:22]2[C:25]([O:27][C:28]([CH3:31])([CH3:30])[CH3:29])=[O:26])=[CH:18][CH:17]=1.[O-]P([O-])([O-])=O.[K+].[K+].[K+], predict the reaction product. The product is: [O:13]=[S:12]1(=[O:14])[C:5]2[CH:4]=[CH:3][C:2]([C:20]3[C:19]4[C:23](=[CH:24][C:16]([F:15])=[CH:17][CH:18]=4)[N:22]([C:25]([O:27][C:28]([CH3:31])([CH3:30])[CH3:29])=[O:26])[CH:21]=3)=[CH:7][C:6]=2[C:8]2([CH2:10][CH2:9]2)[NH:11]1. (4) Given the reactants [F:8][C:7]([F:10])([F:9])[C:6](O[C:6](=[O:11])[C:7]([F:10])([F:9])[F:8])=[O:11].Cl.[NH2:15][C:16]1([CH2:26][C:27]2[CH:32]=[CH:31][CH:30]=[CH:29][CH:28]=2)[CH2:24][C:23]2[C:18](=[CH:19][CH:20]=[CH:21][CH:22]=2)[C:17]1=[O:25].C(N(CC)CC)C, predict the reaction product. The product is: [CH2:26]([C:16]1([NH:15][C:6](=[O:11])[C:7]([F:8])([F:9])[F:10])[CH2:24][C:23]2[C:18](=[CH:19][CH:20]=[CH:21][CH:22]=2)[C:17]1=[O:25])[C:27]1[CH:28]=[CH:29][CH:30]=[CH:31][CH:32]=1. (5) Given the reactants O=C=NC1CC(C)(C)CC(C)(CN=C=O)C1.[C:17]([O:38][CH2:39][CH2:40]CCCCCC(C)C)(=[O:37])[C:18]1[C:19](=CC=CC=1)[C:20]([O:22][CH2:23][CH2:24]CCCCCC(C)C)=[O:21].[NH2:49][CH2:50][CH2:51][CH2:52][Si:53]([O:58][CH3:59])([O:56][CH3:57])[O:54][CH3:55].C(OCC)(=O)/C=C\C(OCC)=O, predict the reaction product. The product is: [CH3:55][O:54][Si:53]([O:56][CH3:57])([O:58][CH3:59])[CH2:52][CH2:51][CH2:50][NH:49][CH:19]([CH2:18][C:17]([O:38][CH2:39][CH3:40])=[O:37])[C:20]([O:22][CH2:23][CH3:24])=[O:21]. (6) Given the reactants N[NH:2][C:3]([C:5]1[CH:6]=[C:7](B(O)O)[CH:8]=[CH:9][CH:10]=1)=[O:4].Cl[C:15]1[CH:20]=[C:19](Cl)[N:18]=[CH:17][N:16]=1.[IH:22], predict the reaction product. The product is: [I:22][C:15]1[CH:20]=[C:19]([C:7]2[CH:8]=[CH:9][CH:10]=[C:5]([C:3]([NH2:2])=[O:4])[CH:6]=2)[N:18]=[CH:17][N:16]=1. (7) Given the reactants Br[Mg][CH:3]1[CH2:7][CH2:6][CH2:5][CH2:4]1.[Cl:8][C:9]1[C:10]([O:19][Si:20]([CH:27]([CH3:29])[CH3:28])([CH:24]([CH3:26])[CH3:25])[CH:21]([CH3:23])[CH3:22])=[CH:11][C:12]2[O:16][C:15](=[O:17])[NH:14][C:13]=2[CH:18]=1, predict the reaction product. The product is: [Cl:8][C:9]1[C:10]([O:19][Si:20]([CH:24]([CH3:26])[CH3:25])([CH:27]([CH3:29])[CH3:28])[CH:21]([CH3:22])[CH3:23])=[CH:11][C:12]([OH:16])=[C:13]([NH:14][C:15]([CH:3]2[CH2:7][CH2:6][CH2:5][CH2:4]2)=[O:17])[CH:18]=1. (8) Given the reactants [CH3:1][C:2]1[C:7]([OH:8])=[CH:6][CH:5]=[CH:4][N:3]=1.[C:9]([C:11]1[N:15]([CH:16]2[CH2:21][CH2:20][N:19]([C:22]([O:24][CH:25]([CH3:27])[CH3:26])=[O:23])[CH2:18][CH2:17]2)[N:14]=[CH:13][C:12]=1[CH2:28]O)#[N:10].[Si](OCCSC1C=CC(OCC2C=NN(C3CCN(C(OC(C)C)=O)CC3)C=2C#N)=C(F)C=1)(C(C)(C)C)(C)C, predict the reaction product. The product is: [C:9]([C:11]1[N:15]([CH:16]2[CH2:17][CH2:18][N:19]([C:22]([O:24][CH:25]([CH3:26])[CH3:27])=[O:23])[CH2:20][CH2:21]2)[N:14]=[CH:13][C:12]=1[CH2:28][O:8][C:7]1[C:2]([CH3:1])=[N:3][CH:4]=[CH:5][CH:6]=1)#[N:10].